This data is from Reaction yield outcomes from USPTO patents with 853,638 reactions. The task is: Predict the reaction yield, written as a fraction of the theoretical maximum amount of product (1.0 means a 100% yield; for example, 0.34 means a 34% yield). (1) The reactants are [C:1]([C:4]1[C:9](=[O:10])[C:8]([O:11][CH3:12])=[CH:7][N:6]([C:13]2[CH:18]=[CH:17][CH:16]=[CH:15][C:14]=2[O:19][CH:20]([F:22])[F:21])[N:5]=1)(=[O:3])[CH3:2].CO[CH:25](OC)[N:26]([CH3:28])[CH3:27]. No catalyst specified. The product is [F:22][CH:20]([F:21])[O:19][C:14]1[CH:15]=[CH:16][CH:17]=[CH:18][C:13]=1[N:6]1[CH:7]=[C:8]([O:11][CH3:12])[C:9](=[O:10])[C:4]([C:1](=[O:3])[CH:2]=[CH:25][N:26]([CH3:28])[CH3:27])=[N:5]1. The yield is 0.930. (2) The reactants are [CH2:1]([O:3][C:4]([C:6]1[O:14][C:13]2[C:12]([F:15])=[CH:11][N:10]=[CH:9][C:8]=2[C:7]=1[OH:16])=[O:5])[CH3:2].N1C=CC=CC=1.[F:23][C:24]([F:37])([F:36])[S:25](O[S:25]([C:24]([F:37])([F:36])[F:23])(=[O:27])=[O:26])(=[O:27])=[O:26]. The catalyst is ClCCl. The product is [CH2:1]([O:3][C:4]([C:6]1[O:14][C:13]2[C:12]([F:15])=[CH:11][N:10]=[CH:9][C:8]=2[C:7]=1[O:16][S:25]([C:24]([F:37])([F:36])[F:23])(=[O:27])=[O:26])=[O:5])[CH3:2]. The yield is 0.670. (3) The reactants are [N:1]1[CH:6]=[CH:5][CH:4]=[CH:3][C:2]=1[C:7]1[N:15]=[C:10]2[CH2:11][NH:12][CH2:13][CH2:14][N:9]2[N:8]=1.CC1(C)C2C(=C(P(C3C=CC=CC=3)C3C=CC=CC=3)C=CC=2)OC2C(P(C3C=CC=CC=3)C3C=CC=CC=3)=CC=CC1=2.C([O-])([O-])=O.[Cs+].[Cs+].Br[C:65]1[CH:66]=[C:67]([CH:70]=[C:71]([F:73])[CH:72]=1)[C:68]#[N:69]. The catalyst is C1(C)C(C)=CC=CC=1.C1C=CC(/C=C/C(/C=C/C2C=CC=CC=2)=O)=CC=1.C1C=CC(/C=C/C(/C=C/C2C=CC=CC=2)=O)=CC=1.C1C=CC(/C=C/C(/C=C/C2C=CC=CC=2)=O)=CC=1.[Pd].[Pd]. The product is [F:73][C:71]1[CH:70]=[C:67]([CH:66]=[C:65]([N:12]2[CH2:13][CH2:14][N:9]3[N:8]=[C:7]([C:2]4[CH:3]=[CH:4][CH:5]=[CH:6][N:1]=4)[N:15]=[C:10]3[CH2:11]2)[CH:72]=1)[C:68]#[N:69]. The yield is 0.00600. (4) The reactants are Br[C:2]1[CH:3]=[CH:4][C:5]2[O:14][CH2:13][CH2:12][C:11]3[S:10][C:9]([C:15]4[N:16]([CH:20]([CH3:22])[CH3:21])[N:17]=[CH:18][N:19]=4)=[N:8][C:7]=3[C:6]=2[CH:23]=1.[CH:24]([O:27][C:28]1[C:33](B2OC(C)(C)C(C)(C)O2)=[CH:32][CH:31]=[CH:30][N:29]=1)([CH3:26])[CH3:25]. No catalyst specified. The product is [CH:24]([O:27][C:28]1[C:33]([C:2]2[CH:3]=[CH:4][C:5]3[O:14][CH2:13][CH2:12][C:11]4[S:10][C:9]([C:15]5[N:16]([CH:20]([CH3:22])[CH3:21])[N:17]=[CH:18][N:19]=5)=[N:8][C:7]=4[C:6]=3[CH:23]=2)=[CH:32][CH:31]=[CH:30][N:29]=1)([CH3:26])[CH3:25]. The yield is 0.590. (5) The reactants are [F:1][C:2]1[CH:3]=[CH:4][C:5]2[O:9][C:8]([C:10](OC)=[O:11])=[C:7]([CH2:14][O:15][CH2:16][CH2:17][O:18][CH3:19])[C:6]=2[CH:20]=1.[Cl-].[Ca+2].[Cl-].[BH4-].[Na+].C(=O)([O-])O.[Na+]. The catalyst is O1CCCC1.C(O)C. The product is [F:1][C:2]1[CH:3]=[CH:4][C:5]2[O:9][C:8]([CH2:10][OH:11])=[C:7]([CH2:14][O:15][CH2:16][CH2:17][O:18][CH3:19])[C:6]=2[CH:20]=1. The yield is 0.970. (6) The reactants are C[O:2][C:3](=O)[CH2:4][C:5]([NH:7][C:8]1[CH:13]=[CH:12][C:11]([O:14][CH2:15][C:16]2[CH:21]=[C:20]([F:22])[C:19]([F:23])=[CH:18][C:17]=2[F:24])=[CH:10][CH:9]=1)=[O:6].[OH-].[NH4+:27]. No catalyst specified. The product is [F:24][C:17]1[CH:18]=[C:19]([F:23])[C:20]([F:22])=[CH:21][C:16]=1[CH2:15][O:14][C:11]1[CH:12]=[CH:13][C:8]([NH:7][C:5](=[O:6])[CH2:4][C:3]([NH2:27])=[O:2])=[CH:9][CH:10]=1. The yield is 0.520. (7) The reactants are [C:1]1([N:11]2[CH2:16][CH2:15][N:14]([CH2:17][CH2:18][CH2:19][CH2:20][O:21][C:22]3[CH:30]=[C:29]4[C:25]([CH:26]=[N:27][NH:28]4)=[CH:24][CH:23]=3)[CH2:13][CH2:12]2)[C:10]2[C:5](=CC=CC=2)[CH:4]=[CH:3][CH:2]=1.[Cl:31]C1C=CC=CC=1N1CCNCC1. No catalyst specified. The product is [Cl:31][C:10]1[CH:5]=[CH:4][CH:3]=[CH:2][C:1]=1[N:11]1[CH2:16][CH2:15][N:14]([CH2:17][CH2:18][CH2:19][CH2:20][O:21][C:22]2[CH:30]=[C:29]3[C:25]([CH:26]=[N:27][NH:28]3)=[CH:24][CH:23]=2)[CH2:13][CH2:12]1. The yield is 0.740. (8) The reactants are [NH:1]1[CH:5]=[C:4]([CH:6]=[O:7])[CH:3]=[N:2]1.[C:8]([O:12][C:13](O[C:13]([O:12][C:8]([CH3:11])([CH3:10])[CH3:9])=[O:14])=[O:14])([CH3:11])([CH3:10])[CH3:9].[OH-].C[N+](C)(C)C.[Cl-].[Na+]. The catalyst is C(#N)C. The product is [C:8]([O:12][C:13]([N:1]1[CH:5]=[C:4]([CH:6]=[O:7])[CH:3]=[N:2]1)=[O:14])([CH3:11])([CH3:10])[CH3:9]. The yield is 0.840. (9) The reactants are Br[C:2]1[CH:3]=[C:4]([NH:9][S:10]([C:13]2[CH:18]=[CH:17][CH:16]=[CH:15][CH:14]=2)(=[O:12])=[O:11])[C:5]([Cl:8])=[N:6][CH:7]=1.[B:19]1([B:19]2[O:23][C:22]([CH3:25])([CH3:24])[C:21]([CH3:27])([CH3:26])[O:20]2)[O:23][C:22]([CH3:25])([CH3:24])[C:21]([CH3:27])([CH3:26])[O:20]1.C([O-])(=O)C.[K+]. The catalyst is C1C=CC(P(C2C=CC=CC=2)[C-]2C=CC=C2)=CC=1.C1C=CC(P(C2C=CC=CC=2)[C-]2C=CC=C2)=CC=1.Cl[Pd]Cl.[Fe+2].ClCCl.O1CCOCC1. The product is [Cl:8][C:5]1[C:4]([NH:9][S:10]([C:13]2[CH:18]=[CH:17][CH:16]=[CH:15][CH:14]=2)(=[O:12])=[O:11])=[CH:3][C:2]([B:19]2[O:23][C:22]([CH3:25])([CH3:24])[C:21]([CH3:27])([CH3:26])[O:20]2)=[CH:7][N:6]=1. The yield is 0.510.